From a dataset of Forward reaction prediction with 1.9M reactions from USPTO patents (1976-2016). Predict the product of the given reaction. (1) Given the reactants [C:1]([O:5][C:6]([N:8]([CH3:14])[C@H:9]([CH2:11][CH:12]=[CH2:13])[CH3:10])=[O:7])([CH3:4])([CH3:3])[CH3:2].[C:15]([CH2:19][C:20]([N:22]1[CH2:26][CH2:25][C@@H:24]([O:27][C:28]2[CH:29]=[C:30](Br)[CH:31]=[N:32][CH:33]=2)[CH2:23]1)=[O:21])([CH3:18])([CH3:17])[CH3:16].C1(P(C2CCCCC2)C2CCCCC2)CCCCC1.C(N(C(C)C)CC)(C)C, predict the reaction product. The product is: [C:1]([O:5][C:6]([N:8]([CH3:14])[C@H:9]([CH2:11]/[CH:12]=[CH:13]/[C:30]1[CH:31]=[N:32][CH:33]=[C:28]([O:27][C@@H:24]2[CH2:25][CH2:26][N:22]([C:20](=[O:21])[CH2:19][C:15]([CH3:17])([CH3:16])[CH3:18])[CH2:23]2)[CH:29]=1)[CH3:10])=[O:7])([CH3:3])([CH3:2])[CH3:4]. (2) Given the reactants [Br:1][C:2]1[N:7]=[C:6]([CH:8]=O)[CH:5]=[CH:4][CH:3]=1.[NH:10]1[CH2:15][CH2:14][O:13][CH2:12][CH2:11]1.[BH-](OC(C)=O)(OC(C)=O)OC(C)=O.[Na+].C([O-])(O)=O.[Na+], predict the reaction product. The product is: [Br:1][C:2]1[N:7]=[C:6]([CH2:8][N:10]2[CH2:15][CH2:14][O:13][CH2:12][CH2:11]2)[CH:5]=[CH:4][CH:3]=1.